Dataset: CYP3A4 inhibition data for predicting drug metabolism from PubChem BioAssay. Task: Regression/Classification. Given a drug SMILES string, predict its absorption, distribution, metabolism, or excretion properties. Task type varies by dataset: regression for continuous measurements (e.g., permeability, clearance, half-life) or binary classification for categorical outcomes (e.g., BBB penetration, CYP inhibition). Dataset: cyp3a4_veith. (1) The result is 0 (non-inhibitor). The compound is Nc1nc(-c2ccc3ccccc3c2)cc(-c2cc(-c3ccc4ccccc4c3)nc(N)n2)n1. (2) The drug is C[C@]12[C@H](O)C[C@H]3[C@H](CC[C@H]4C[C@@H](O)CC[C@]43C)[C@@]1(O)CC[C@@H]2C1=CC(=O)OC1. The result is 0 (non-inhibitor).